Task: Regression. Given two drug SMILES strings and cell line genomic features, predict the synergy score measuring deviation from expected non-interaction effect.. Dataset: NCI-60 drug combinations with 297,098 pairs across 59 cell lines (1) Drug 1: C1=NC2=C(N1)C(=S)N=CN2. Drug 2: C(CC(=O)O)C(=O)CN.Cl. Cell line: SNB-19. Synergy scores: CSS=19.4, Synergy_ZIP=-3.38, Synergy_Bliss=4.09, Synergy_Loewe=-1.68, Synergy_HSA=4.39. (2) Drug 1: CNC(=O)C1=CC=CC=C1SC2=CC3=C(C=C2)C(=NN3)C=CC4=CC=CC=N4. Drug 2: C1CN(P(=O)(OC1)NCCCl)CCCl. Cell line: OVCAR-8. Synergy scores: CSS=-0.631, Synergy_ZIP=0.322, Synergy_Bliss=-1.94, Synergy_Loewe=-3.37, Synergy_HSA=-3.31. (3) Drug 1: C1=C(C(=O)NC(=O)N1)F. Drug 2: COC1=C2C(=CC3=C1OC=C3)C=CC(=O)O2. Cell line: NCI-H460. Synergy scores: CSS=42.6, Synergy_ZIP=-2.70, Synergy_Bliss=-10.8, Synergy_Loewe=-19.2, Synergy_HSA=-11.2. (4) Drug 1: C(CN)CNCCSP(=O)(O)O. Drug 2: CC1C(C(CC(O1)OC2CC(CC3=C2C(=C4C(=C3O)C(=O)C5=CC=CC=C5C4=O)O)(C(=O)C)O)N)O. Cell line: CAKI-1. Synergy scores: CSS=42.0, Synergy_ZIP=4.96, Synergy_Bliss=5.86, Synergy_Loewe=-41.1, Synergy_HSA=6.20. (5) Drug 2: B(C(CC(C)C)NC(=O)C(CC1=CC=CC=C1)NC(=O)C2=NC=CN=C2)(O)O. Synergy scores: CSS=23.3, Synergy_ZIP=-0.348, Synergy_Bliss=0.804, Synergy_Loewe=-31.1, Synergy_HSA=1.07. Drug 1: C1CN1C2=NC(=NC(=N2)N3CC3)N4CC4. Cell line: TK-10. (6) Drug 1: C1CCC(CC1)NC(=O)N(CCCl)N=O. Drug 2: CC1CCCC2(C(O2)CC(NC(=O)CC(C(C(=O)C(C1O)C)(C)C)O)C(=CC3=CSC(=N3)C)C)C. Cell line: UO-31. Synergy scores: CSS=8.89, Synergy_ZIP=-2.73, Synergy_Bliss=0.0306, Synergy_Loewe=1.21, Synergy_HSA=0.988. (7) Drug 1: CN(C)N=NC1=C(NC=N1)C(=O)N. Synergy scores: CSS=8.37, Synergy_ZIP=-2.40, Synergy_Bliss=-1.84, Synergy_Loewe=-1.28, Synergy_HSA=-1.26. Drug 2: COCCOC1=C(C=C2C(=C1)C(=NC=N2)NC3=CC=CC(=C3)C#C)OCCOC.Cl. Cell line: SF-295. (8) Drug 1: CC1CCC2CC(C(=CC=CC=CC(CC(C(=O)C(C(C(=CC(C(=O)CC(OC(=O)C3CCCCN3C(=O)C(=O)C1(O2)O)C(C)CC4CCC(C(C4)OC)O)C)C)O)OC)C)C)C)OC. Drug 2: C1=NNC2=C1C(=O)NC=N2. Cell line: SN12C. Synergy scores: CSS=16.1, Synergy_ZIP=-3.96, Synergy_Bliss=3.00, Synergy_Loewe=-12.9, Synergy_HSA=-0.563. (9) Drug 1: CC1CCC2CC(C(=CC=CC=CC(CC(C(=O)C(C(C(=CC(C(=O)CC(OC(=O)C3CCCCN3C(=O)C(=O)C1(O2)O)C(C)CC4CCC(C(C4)OC)OCCO)C)C)O)OC)C)C)C)OC. Drug 2: CS(=O)(=O)CCNCC1=CC=C(O1)C2=CC3=C(C=C2)N=CN=C3NC4=CC(=C(C=C4)OCC5=CC(=CC=C5)F)Cl. Cell line: HOP-92. Synergy scores: CSS=6.13, Synergy_ZIP=-2.02, Synergy_Bliss=-0.434, Synergy_Loewe=-1.88, Synergy_HSA=-1.78.